Dataset: Reaction yield outcomes from USPTO patents with 853,638 reactions. Task: Predict the reaction yield, written as a fraction of the theoretical maximum amount of product (1.0 means a 100% yield; for example, 0.34 means a 34% yield). (1) The reactants are Br[C:2]1[CH:3]=[C:4]([CH:7]=[C:8]([O:11][CH2:12][CH3:13])[C:9]=1[OH:10])[CH:5]=[O:6].[Cu][C:15]#[N:16]. The catalyst is CN(C=O)C.O. The product is [CH2:12]([O:11][C:8]1[C:9]([OH:10])=[C:2]([CH:3]=[C:4]([CH:5]=[O:6])[CH:7]=1)[C:15]#[N:16])[CH3:13]. The yield is 0.450. (2) The reactants are [CH2:1]([O:8][N:9]1[C:15](=[O:16])[N:14]2[CH2:17][C@H:10]1[CH2:11][CH2:12][C@H:13]2[C:18]([NH:20]/[C:21](=[N:23]\[OH:24])/[CH3:22])=O)[C:2]1[CH:7]=[CH:6][CH:5]=[CH:4][CH:3]=1. The catalyst is CN(C=O)C. The product is [CH2:1]([O:8][N:9]1[C:15](=[O:16])[N:14]2[CH2:17][C@H:10]1[CH2:11][CH2:12][C@H:13]2[C:18]1[O:24][N:23]=[C:21]([CH3:22])[N:20]=1)[C:2]1[CH:7]=[CH:6][CH:5]=[CH:4][CH:3]=1. The yield is 0.790.